Dataset: Forward reaction prediction with 1.9M reactions from USPTO patents (1976-2016). Task: Predict the product of the given reaction. The product is: [Br:1][C:2]1[C:3]([O:5][CH2:6][C:7]=1[C:14]1[CH:15]=[CH:16][C:11]([S:10][CH3:9])=[CH:12][CH:13]=1)=[O:4]. Given the reactants [Br:1][C:2]1[C:3]([O:5][CH2:6][C:7]=1Br)=[O:4].[CH3:9][S:10][C:11]1[CH:16]=[CH:15][C:14](B(O)O)=[CH:13][CH:12]=1.[F-].[Cs+], predict the reaction product.